Dataset: Catalyst prediction with 721,799 reactions and 888 catalyst types from USPTO. Task: Predict which catalyst facilitates the given reaction. Reactant: [C:1]([C:5]1[CH:10]=[C:9]([C:11]([CH3:14])([CH3:13])[CH3:12])[CH:8]=[CH:7][C:6]=1[OH:15])([CH3:4])([CH3:3])[CH3:2].[Se](=O)=O. Product: [C:1]([C:5]1[CH:10]=[C:9]([C:11]([CH3:14])([CH3:13])[CH3:12])[CH:8]=[C:7]([C:7]2[C:6]([OH:15])=[C:5]([C:1]([CH3:4])([CH3:3])[CH3:2])[CH:10]=[C:9]([C:11]([CH3:14])([CH3:13])[CH3:12])[CH:8]=2)[C:6]=1[OH:15])([CH3:4])([CH3:3])[CH3:2]. The catalyst class is: 15.